From a dataset of Full USPTO retrosynthesis dataset with 1.9M reactions from patents (1976-2016). Predict the reactants needed to synthesize the given product. Given the product [C:1]([S:9][C:11]([CH3:12])([CH2:13][C:14]([CH3:17])([CH3:16])[CH3:15])[CH3:10])(=[S:8])[C:2]1[CH:7]=[CH:6][CH:5]=[CH:4][CH:3]=1, predict the reactants needed to synthesize it. The reactants are: [C:1]([SH:9])(=[S:8])[C:2]1[CH:7]=[CH:6][CH:5]=[CH:4][CH:3]=1.[CH3:10][C:11]([CH2:13][C:14]([CH3:17])([CH3:16])[CH3:15])=[CH2:12].